This data is from Reaction yield outcomes from USPTO patents with 853,638 reactions. The task is: Predict the reaction yield, written as a fraction of the theoretical maximum amount of product (1.0 means a 100% yield; for example, 0.34 means a 34% yield). (1) The reactants are Br[C:2]1[CH:3]=[C:4]([NH:9][C:10](=[O:12])[CH3:11])[CH:5]=[N:6][C:7]=1[Cl:8].CC1(C)C(C)(C)OB([C:21]2[CH:22]=[CH:23][C:24]3[N:25]([C:27]([C:30]#[N:31])=[CH:28][N:29]=3)[CH:26]=2)O1. No catalyst specified. The product is [Cl:8][C:7]1[N:6]=[CH:5][C:4]([NH:9][C:10](=[O:12])[CH3:11])=[CH:3][C:2]=1[C:21]1[CH:22]=[CH:23][C:24]2[N:25]([C:27]([C:30]#[N:31])=[CH:28][N:29]=2)[CH:26]=1. The yield is 0.480. (2) The reactants are C(NC(C)C)(C)C.C([Li])CCC.[CH2:13]([O:20][C:21]1[CH2:26][CH2:25][CH2:24][C:23](=[O:27])[CH:22]=1)[C:14]1[CH:19]=[CH:18][CH:17]=[CH:16][CH:15]=1.[CH2:28]1[O:38][C:31]2([CH2:36][CH2:35][C:34](=[O:37])[CH2:33][CH2:32]2)[O:30][CH2:29]1.[Cl-].[NH4+]. The catalyst is O1CCCC1.ClCCl. The product is [CH2:13]([O:20][C:21]1[CH2:26][CH2:25][CH:24]([C:34]2([OH:37])[CH2:35][CH2:36][C:31]3([O:38][CH2:28][CH2:29][O:30]3)[CH2:32][CH2:33]2)[C:23](=[O:27])[CH:22]=1)[C:14]1[CH:19]=[CH:18][CH:17]=[CH:16][CH:15]=1. The yield is 0.880.